From a dataset of Merck oncology drug combination screen with 23,052 pairs across 39 cell lines. Regression. Given two drug SMILES strings and cell line genomic features, predict the synergy score measuring deviation from expected non-interaction effect. (1) Drug 2: CCc1c2c(nc3ccc(O)cc13)-c1cc3c(c(=O)n1C2)COC(=O)C3(O)CC. Drug 1: CS(=O)(=O)CCNCc1ccc(-c2ccc3ncnc(Nc4ccc(OCc5cccc(F)c5)c(Cl)c4)c3c2)o1. Synergy scores: synergy=21.4. Cell line: HT29. (2) Drug 1: Nc1ccn(C2OC(CO)C(O)C2(F)F)c(=O)n1. Drug 2: C#Cc1cccc(Nc2ncnc3cc(OCCOC)c(OCCOC)cc23)c1. Cell line: UWB1289BRCA1. Synergy scores: synergy=7.77.